Dataset: Peptide-MHC class II binding affinity with 134,281 pairs from IEDB. Task: Regression. Given a peptide amino acid sequence and an MHC pseudo amino acid sequence, predict their binding affinity value. This is MHC class II binding data. The peptide sequence is GELQHVDKIDAAFKI. The MHC is DRB1_0701 with pseudo-sequence DRB1_0701. The binding affinity (normalized) is 0.576.